From a dataset of Full USPTO retrosynthesis dataset with 1.9M reactions from patents (1976-2016). Predict the reactants needed to synthesize the given product. (1) Given the product [C:9]([C:10]1[CH:15]=[CH:14][CH:13]=[CH:12][C:11]=1[C:1]1[CH2:2][CH:3]2[CH:2]([CH:1]=1)[CH2:3][C:4](=[O:6])[CH2:4]2)#[N:16], predict the reactants needed to synthesize it. The reactants are: [C:1]([O-])(=O)/[CH:2]=[CH:3]\[C:4]([O-:6])=O.[C:9](#[N:16])[C:10]1[CH:15]=[CH:14][CH:13]=[CH:12][CH:11]=1. (2) The reactants are: [Cl:1][C:2]1[CH:3]=[CH:4][C:5]2[N:11]3[CH:12]=[CH:13][CH:14]=[C:10]3[C@@H:9]([CH2:15][CH2:16][C:17](O)=[O:18])[O:8][C@H:7]([C:20]3[CH:25]=[CH:24][CH:23]=[C:22]([O:26][CH3:27])[C:21]=3[O:28][CH3:29])[C:6]=2[CH:30]=1.Cl.C(N=C=NCCCN(C)C)C.Cl.[O:44]=[C:45]1[CH2:50][NH:49][CH2:48][CH2:47][N:46]1[CH2:51][CH2:52][C:53]([O:55][CH2:56][CH3:57])=[O:54].O.ON1C2C=CC=CC=2N=N1. Given the product [Cl:1][C:2]1[CH:3]=[CH:4][C:5]2[N:11]3[CH:12]=[CH:13][CH:14]=[C:10]3[C@@H:9]([CH2:15][CH2:16][C:17]([N:49]3[CH2:48][CH2:47][N:46]([CH2:51][CH2:52][C:53]([O:55][CH2:56][CH3:57])=[O:54])[C:45](=[O:44])[CH2:50]3)=[O:18])[O:8][C@H:7]([C:20]3[CH:25]=[CH:24][CH:23]=[C:22]([O:26][CH3:27])[C:21]=3[O:28][CH3:29])[C:6]=2[CH:30]=1, predict the reactants needed to synthesize it.